This data is from Reaction yield outcomes from USPTO patents with 853,638 reactions. The task is: Predict the reaction yield, written as a fraction of the theoretical maximum amount of product (1.0 means a 100% yield; for example, 0.34 means a 34% yield). The reactants are OC(C(F)(F)F)=O.[NH:8]1[CH2:11][CH:10]([C:12]2[CH:33]=[CH:32][C:15]3[C:16]4[N:17]=[C:18]([C:24]5[N:25]([CH:29]([CH3:31])[CH3:30])[N:26]=[CH:27][N:28]=5)[S:19][C:20]=4[CH2:21][CH2:22][O:23][C:14]=3[CH:13]=2)[CH2:9]1.C(N(C(C)C)CC)(C)C.CN(C(ON1N=NC2C=CC=NC1=2)=[N+](C)C)C.F[P-](F)(F)(F)(F)F.[C:67](O)(=[O:71])[C@@H:68]([CH3:70])[OH:69]. The catalyst is C1COCC1. The product is [OH:69][C@H:68]([CH3:70])[C:67]([N:8]1[CH2:11][CH:10]([C:12]2[CH:33]=[CH:32][C:15]3[C:16]4[N:17]=[C:18]([C:24]5[N:25]([CH:29]([CH3:31])[CH3:30])[N:26]=[CH:27][N:28]=5)[S:19][C:20]=4[CH2:21][CH2:22][O:23][C:14]=3[CH:13]=2)[CH2:9]1)=[O:71]. The yield is 0.320.